From a dataset of Peptide-MHC class II binding affinity with 134,281 pairs from IEDB. Regression. Given a peptide amino acid sequence and an MHC pseudo amino acid sequence, predict their binding affinity value. This is MHC class II binding data. (1) The MHC is DRB1_1302 with pseudo-sequence DRB1_1302. The binding affinity (normalized) is 0.643. The peptide sequence is RDIFLSQHHPSSLLL. (2) The peptide sequence is GPKDNGGACGYKDVD. The MHC is DRB3_0202 with pseudo-sequence DRB3_0202. The binding affinity (normalized) is 0. (3) The peptide sequence is NEWITDFAGKTVWFV. The MHC is DRB1_0405 with pseudo-sequence DRB1_0405. The binding affinity (normalized) is 0.103.